From a dataset of Reaction yield outcomes from USPTO patents with 853,638 reactions. Predict the reaction yield, written as a fraction of the theoretical maximum amount of product (1.0 means a 100% yield; for example, 0.34 means a 34% yield). (1) The reactants are [C:1]([NH:4][C:5]1[CH:6]=[C:7]([CH:11]=[CH:12][C:13]=1[CH3:14])[C:8]([OH:10])=[O:9])(=[O:3])[CH3:2].[N+:15]([O-])([OH:17])=[O:16]. No catalyst specified. The product is [C:1]([NH:4][C:5]1[C:6]([N+:15]([O-:17])=[O:16])=[C:7]([CH:11]=[CH:12][C:13]=1[CH3:14])[C:8]([OH:10])=[O:9])(=[O:3])[CH3:2]. The yield is 0.518. (2) The reactants are [CH3:1][O:2][C:3]1[CH:8]=[CH:7][C:6]([C:9]2[C:14]([C:15]3[CH:20]=[CH:19][C:18]([O:21][CH3:22])=[CH:17][CH:16]=3)=[N:13][N:12]([CH2:23][CH2:24][C:25]([OH:27])=O)[C:11](=[O:28])[CH:10]=2)=[CH:5][CH:4]=1.C(Cl)(=O)C(Cl)=O.[CH2:35]([NH2:42])[C:36]1[CH:41]=[CH:40][CH:39]=[CH:38][CH:37]=1. No catalyst specified. The product is [CH3:1][O:2][C:3]1[CH:8]=[CH:7][C:6]([C:9]2[C:14]([C:15]3[CH:16]=[CH:17][C:18]([O:21][CH3:22])=[CH:19][CH:20]=3)=[N:13][N:12]([CH2:23][CH2:24][C:25]([NH:42][CH2:35][C:36]3[CH:41]=[CH:40][CH:39]=[CH:38][CH:37]=3)=[O:27])[C:11](=[O:28])[CH:10]=2)=[CH:5][CH:4]=1. The yield is 0.522. (3) The reactants are [Br:1][C:2]1[C:3](Cl)=[C:4]2[CH:10]=[CH:9][NH:8][C:5]2=[N:6][CH:7]=1.[N-:12]=[N+:13]=[N-:14].[Na+].[Cl-].[NH4+]. The product is [N:12]([C:3]1[C:2]([Br:1])=[CH:7][N:6]=[C:5]2[NH:8][CH:9]=[CH:10][C:4]=12)=[N+:13]=[N-:14]. The catalyst is CN(C)C=O.O. The yield is 0.430.